This data is from Full USPTO retrosynthesis dataset with 1.9M reactions from patents (1976-2016). The task is: Predict the reactants needed to synthesize the given product. Given the product [NH:7]1[C:6](=[O:20])[C:4]2[NH:5][CH:1]=[N:2][C:3]=2[N:9]=[C:8]1[NH2:10], predict the reactants needed to synthesize it. The reactants are: [CH:1]1[NH:2][C:3]2[N:9]=[C:8]([NH2:10])[N:7]=[C:6](Cl)[C:4]=2[N:5]=1.C(N(CC)CC)C.C[O:20]C1C=C(C)C(S)=CC=1.O.